This data is from Catalyst prediction with 721,799 reactions and 888 catalyst types from USPTO. The task is: Predict which catalyst facilitates the given reaction. (1) Reactant: [NH2:1][C:2]1[CH:3]=[CH:4][C:5]([C:8]#[N:9])=[N:6][CH:7]=1.Cl[C:11]([O:13][C:14]1[CH:19]=[CH:18][CH:17]=[CH:16][CH:15]=1)=[O:12]. Product: [C:14]1([O:13][C:11](=[O:12])[NH:1][C:2]2[CH:7]=[N:6][C:5]([C:8]#[N:9])=[CH:4][CH:3]=2)[CH:19]=[CH:18][CH:17]=[CH:16][CH:15]=1. The catalyst class is: 17. (2) Reactant: FC1C=C(S(C)(=O)=O)C=CC=1OC1N=CN=C2N(C3CCC(C4ON=C(C(C)C)N=4)CC3)N=CC=12.[CH:36]([O:39][C:40]([N:42]1[CH2:47][CH2:46][CH:45]([N:48]2[C:52]3=[N:53][CH:54]=[N:55][C:56](Cl)=[C:51]3[CH:50]=[N:49]2)[CH2:44][CH2:43]1)=[O:41])([CH3:38])[CH3:37].[F:58][C:59]1[CH:60]=[C:61]([OH:69])[CH:62]=[CH:63][C:64]=1[S:65]([CH3:68])(=[O:67])=[O:66]. Product: [CH:36]([O:39][C:40]([N:42]1[CH2:47][CH2:46][CH:45]([N:48]2[C:52]3=[N:53][CH:54]=[N:55][C:56]([O:69][C:61]4[CH:62]=[CH:63][C:64]([S:65]([CH3:68])(=[O:67])=[O:66])=[C:59]([F:58])[CH:60]=4)=[C:51]3[CH:50]=[N:49]2)[CH2:44][CH2:43]1)=[O:41])([CH3:38])[CH3:37]. The catalyst class is: 9. (3) Reactant: [CH3:1][O:2][C:3]1[CH:8]=[CH:7][C:6]([C:9](=O)[CH2:10][NH:11][C:12]2[CH:17]=[CH:16][C:15]([O:18][CH3:19])=[CH:14][CH:13]=2)=[CH:5][CH:4]=1.[S-:21][C:22]#[N:23].[K+].Cl.O. Product: [CH3:19][O:18][C:15]1[CH:16]=[CH:17][C:12]([N:11]2[CH:10]=[C:9]([C:6]3[CH:7]=[CH:8][C:3]([O:2][CH3:1])=[CH:4][CH:5]=3)[NH:23][C:22]2=[S:21])=[CH:13][CH:14]=1. The catalyst class is: 5. (4) Reactant: Br[C:2]1[S:6][C:5]([C:7](Cl)=[O:8])=[CH:4][CH:3]=1.[Cl:10][C:11]1[CH:17]=[CH:16][CH:15]=[CH:14][C:12]=1[NH2:13].[N:18]1[CH:23]=[CH:22][C:21](B(O)O)=[CH:20][CH:19]=1. Product: [Cl:10][C:11]1[CH:17]=[CH:16][CH:15]=[CH:14][C:12]=1[NH:13][C:7]([C:5]1[S:6][C:2]([C:21]2[CH:22]=[CH:23][N:18]=[CH:19][CH:20]=2)=[CH:3][CH:4]=1)=[O:8]. The catalyst class is: 45.